This data is from M1 muscarinic receptor antagonist screen with 61,756 compounds. The task is: Binary Classification. Given a drug SMILES string, predict its activity (active/inactive) in a high-throughput screening assay against a specified biological target. (1) The drug is Clc1ccc(NC(=O)c2c(cccc2)C)nc1. The result is 0 (inactive). (2) The compound is s1c2n(c(=O)c(cn2)C(=O)Nc2nocc2)cc1. The result is 0 (inactive).